Dataset: Catalyst prediction with 721,799 reactions and 888 catalyst types from USPTO. Task: Predict which catalyst facilitates the given reaction. (1) Reactant: [F:1][C:2]1[CH:7]=[CH:6][C:5]([C:8]2([CH2:21][O:22][CH2:23][C:24]3[CH:25]=[C:26]([O:33][CH3:34])[CH:27]=[C:28]4[C:32]=3[NH:31][N:30]=[CH:29]4)[CH2:13][CH2:12][N:11](C(OC(C)(C)C)=O)[CH2:10][CH2:9]2)=[CH:4][CH:3]=1. Product: [F:1][C:2]1[CH:7]=[CH:6][C:5]([C:8]2([CH2:21][O:22][CH2:23][C:24]3[CH:25]=[C:26]([O:33][CH3:34])[CH:27]=[C:28]4[C:32]=3[NH:31][N:30]=[CH:29]4)[CH2:13][CH2:12][NH:11][CH2:10][CH2:9]2)=[CH:4][CH:3]=1. The catalyst class is: 55. (2) Reactant: [H-].[Na+].[NH2:3][C@H:4]([CH:7]([CH3:9])[CH3:8])[CH2:5][OH:6].Cl[CH2:11][C:12](OCC)=[O:13].[Cl-].[NH4+]. Product: [CH:7]([C@H:4]1[NH:3][C:12](=[O:13])[CH2:11][O:6][CH2:5]1)([CH3:9])[CH3:8]. The catalyst class is: 11. (3) Reactant: [CH2:1]([O:8][C:9](=[O:15])[CH2:10][CH2:11][C:12]([OH:14])=O)[C:2]1[CH:7]=[CH:6][CH:5]=[CH:4][CH:3]=1.CCN=C=NCCCN(C)C.Cl.C1C=NC2N(O)N=NC=2C=1.[NH2:38][C@H:39]([CH2:44][C:45]1[CH:50]=[CH:49][C:48]([C:51]2[CH:56]=[CH:55][CH:54]=[C:53]([Cl:57])[CH:52]=2)=[CH:47][CH:46]=1)[CH2:40][C:41]([OH:43])=[O:42].CCN(C(C)C)C(C)C. Product: [CH2:1]([O:8][C:9](=[O:15])[CH2:10][CH2:11][C:12]([NH:38][C@H:39]([CH2:44][C:45]1[CH:50]=[CH:49][C:48]([C:51]2[CH:56]=[CH:55][CH:54]=[C:53]([Cl:57])[CH:52]=2)=[CH:47][CH:46]=1)[CH2:40][C:41]([OH:43])=[O:42])=[O:14])[C:2]1[CH:3]=[CH:4][CH:5]=[CH:6][CH:7]=1. The catalyst class is: 18. (4) Reactant: [H-].[Al+3].[Li+].[H-].[H-].[H-].C([O:9][C:10](=O)[CH:11]([NH:19][CH:20]1[CH2:25][CH2:24][N:23]([C:26]2[S:27][CH:28]=[C:29]([C:31]3[CH:40]=[CH:39][C:38]4[C:37]([CH3:42])([CH3:41])[CH2:36][CH2:35][C:34]([CH3:44])([CH3:43])[C:33]=4[CH:32]=3)[N:30]=2)[CH2:22][CH2:21]1)[CH2:12][CH2:13][C:14](OCC)=[O:15])C.O. Product: [CH3:41][C:37]1([CH3:42])[CH2:36][CH2:35][C:34]([CH3:43])([CH3:44])[C:33]2[CH:32]=[C:31]([C:29]3[N:30]=[C:26]([N:23]4[CH2:24][CH2:25][CH:20]([NH:19][CH:11]([CH2:12][CH2:13][CH2:14][OH:15])[CH2:10][OH:9])[CH2:21][CH2:22]4)[S:27][CH:28]=3)[CH:40]=[CH:39][C:38]1=2. The catalyst class is: 1.